This data is from Plasma protein binding rate (PPBR) regression data from AstraZeneca. The task is: Regression/Classification. Given a drug SMILES string, predict its absorption, distribution, metabolism, or excretion properties. Task type varies by dataset: regression for continuous measurements (e.g., permeability, clearance, half-life) or binary classification for categorical outcomes (e.g., BBB penetration, CYP inhibition). For this dataset (ppbr_az), we predict Y. (1) The compound is O=C(O)COn1c(-c2ccccc2)nc2ccc([N+](=O)[O-])cc21. The Y is 98.6 %. (2) The molecule is CC(C)[C@H](NC(=O)C[C@H](NC(=O)/C=C/c1ccccc1)c1ccccc1)C(=O)[C@@H]1C(=O)NC(=O)[C@H]1C. The Y is 98.4 %. (3) The drug is CCc1nc2ccc(C(=O)NCc3ccc4c(c3)OCO4)cn2c1N(C)Cc1cccs1. The Y is 99.7 %. (4) The drug is C[C@@H](NC(=O)C1CCNCC1)c1ccc(Nc2ncc3cc(-c4ccncc4)ccc3n2)cc1. The Y is 95.2 %. (5) The drug is O=C(NCc1ccc(OCC(F)(F)F)nc1)C1c2ccccc2C(=O)N1CCc1ccccn1. The Y is 90.7 %. (6) The molecule is COc1cc2ncc(C(N)=O)c(Nc3cccc(Cl)c3Cl)c2cc1NCCN(C)C. The Y is 89.7 %. (7) The drug is c1ccc2[nH]c(CCc3nc4ccccc4[nH]3)nc2c1. The Y is 84.0 %. (8) The molecule is CCN(CC)CCOc1ccc2c(c1)C(=O)c1cc(OCCN(CC)CC)ccc1-2. The Y is 48.3 %.